Dataset: Forward reaction prediction with 1.9M reactions from USPTO patents (1976-2016). Task: Predict the product of the given reaction. Given the reactants [Cl:1][C:2]1[CH:7]=[CH:6][C:5]([C:8]2[N:12]([CH2:13][CH:14]([OH:19])[C:15]([F:18])([F:17])[F:16])[C:11](=[O:20])[N:10]([CH2:21][C:22]([NH:24][C:25]([CH3:37])([C:27]3[CH:32]=[CH:31][CH:30]=[C:29]([C:33]([F:36])([F:35])[F:34])[CH:28]=3)[CH3:26])=[O:23])[N:9]=2)=[CH:4][CH:3]=1, predict the reaction product. The product is: [Cl:1][C:2]1[CH:7]=[CH:6][C:5]([C:8]2[N:12]([CH2:13][C:14](=[O:19])[C:15]([F:18])([F:16])[F:17])[C:11](=[O:20])[N:10]([CH2:21][C:22]([NH:24][C:25]([CH3:37])([C:27]3[CH:32]=[CH:31][CH:30]=[C:29]([C:33]([F:36])([F:34])[F:35])[CH:28]=3)[CH3:26])=[O:23])[N:9]=2)=[CH:4][CH:3]=1.